From a dataset of Full USPTO retrosynthesis dataset with 1.9M reactions from patents (1976-2016). Predict the reactants needed to synthesize the given product. (1) The reactants are: F[C:2]1[CH:12]=[CH:11][C:5]([C:6]([O:8]CC)=[O:7])=[CH:4][C:3]=1[N+:13]([O-:15])=[O:14].Cl.[F:17][C:18]1([F:24])[CH2:23][CH2:22][CH2:21][NH:20][CH2:19]1.C(N(CC)CC)C.[OH-].[Li+]. Given the product [F:17][C:18]1([F:24])[CH2:23][CH2:22][CH2:21][N:20]([C:2]2[CH:12]=[CH:11][C:5]([C:6]([OH:8])=[O:7])=[CH:4][C:3]=2[N+:13]([O-:15])=[O:14])[CH2:19]1, predict the reactants needed to synthesize it. (2) Given the product [C:1]([O:9][C@@H:10]1[CH2:15][C@@H:14]([CH2:16][CH3:17])[O:13][C@@:12]([OH:33])([C@@H:18]2[CH2:22][S:21][C:20](=[O:23])[NH:19]2)[CH2:11]1)(=[O:8])[C:2]1[CH:3]=[CH:4][CH:5]=[CH:6][CH:7]=1, predict the reactants needed to synthesize it. The reactants are: [C:1]([O:9][C@@H:10]1[CH2:15][C@@H:14]([CH2:16][CH3:17])[O:13][C@@:12]([O:33]C)([C@@H:18]2[CH2:22][S:21][C:20](=[O:23])[N:19]2CC2C=CC(OC)=CC=2)[CH2:11]1)(=[O:8])[C:2]1[CH:7]=[CH:6][CH:5]=[CH:4][CH:3]=1.CO[C@]1([C@@H]2CSC(=O)N2CC2C=CC(OC)=CC=2)C[C@H]2C[C@@H](CCCC=CCCC(C)=CC(=O)O2)O1. (3) Given the product [CH3:36][C:35]1[O:34][C:33]([C:37]2[CH:38]=[CH:39][CH:40]=[CH:41][CH:42]=2)=[N:32][C:31]=1[CH2:30][O:29][C:28]1[CH:27]=[CH:26][C:25]([CH2:24][O:3]/[N:4]=[C:5](/[C:10]2[CH:15]=[CH:14][CH:13]=[C:12]([O:16][C:17]3[CH:22]=[CH:21][CH:20]=[CH:19][CH:18]=3)[CH:11]=2)\[C:6]([OH:8])=[O:7])=[CH:44][CH:43]=1, predict the reactants needed to synthesize it. The reactants are: [H-].[Na+].[OH:3]/[N:4]=[C:5](/[C:10]1[CH:15]=[CH:14][CH:13]=[C:12]([O:16][C:17]2[CH:22]=[CH:21][CH:20]=[CH:19][CH:18]=2)[CH:11]=1)\[C:6]([O:8]C)=[O:7].Cl[CH2:24][C:25]1[CH:44]=[CH:43][C:28]([O:29][CH2:30][C:31]2[N:32]=[C:33]([C:37]3[CH:42]=[CH:41][CH:40]=[CH:39][CH:38]=3)[O:34][C:35]=2[CH3:36])=[CH:27][CH:26]=1.Cl.C(=O)(O)[O-].[Na+]. (4) Given the product [Cl:1][C:2]1[CH:3]=[C:4]([F:9])[C:5]([CH:11]([C:12]([O:14][CH2:15][CH3:16])=[O:13])[C:10]([O:18][CH2:19][CH3:20])=[O:17])=[N:6][CH:7]=1, predict the reactants needed to synthesize it. The reactants are: [Cl:1][C:2]1[CH:3]=[C:4]([F:9])[C:5](F)=[N:6][CH:7]=1.[C:10]([O:18][CH2:19][CH3:20])(=[O:17])[CH2:11][C:12]([O:14][CH2:15][CH3:16])=[O:13].C(=O)([O-])[O-].[Cs+].[Cs+]. (5) Given the product [CH:1]1[CH2:6][CH2:5][CH2:4][CH2:3][CH:2]=1.[C:13]1(=[O:14])[CH2:8][CH2:9][CH2:10][CH2:11][CH2:12]1, predict the reactants needed to synthesize it. The reactants are: [C:1]1(O)[CH:6]=[CH:5][CH:4]=[CH:3][CH:2]=1.[C:8]1(C)[C:13]([OH:14])=[CH:12][CH:11]=[CH:10][CH:9]=1.C1C(O)=CC=CC=1C.C1(=O)CCCCC1. (6) Given the product [OH:16][C:13]([C:10]1[CH:9]=[CH:8][C:7]([C:5]2[S:6][C:2]([NH:1][C:61]3[CH:62]=[CH:63][CH:64]=[C:65]([CH:67]([N:70]4[CH2:75][CH2:74][O:73][CH2:72][CH2:71]4)[CH2:68][OH:69])[N:66]=3)=[C:3]([C:17]([NH2:19])=[O:18])[N:4]=2)=[CH:12][CH:11]=1)([CH3:15])[CH3:14], predict the reactants needed to synthesize it. The reactants are: [NH2:1][C:2]1[S:6][C:5]([C:7]2[CH:12]=[CH:11][C:10]([C:13]([OH:16])([CH3:15])[CH3:14])=[CH:9][CH:8]=2)=[N:4][C:3]=1[C:17]([NH2:19])=[O:18].CC(C1C=C(C(C)C)C(C2C=CC=CC=2P(C2CCCCC2)C2CCCCC2)=C(C(C)C)C=1)C.C(=O)([O-])[O-].[K+].[K+].Br[C:61]1[N:66]=[C:65]([CH:67]([N:70]2[CH2:75][CH2:74][O:73][CH2:72][CH2:71]2)[CH2:68][OH:69])[CH:64]=[CH:63][CH:62]=1. (7) Given the product [NH:22]1[CH2:23][CH:20]([C:18]2[O:19][C:15]([CH2:14][C:12]3[S:13][C:9]4[CH:8]=[C:7]([C:1]5[CH:6]=[CH:5][CH:4]=[CH:3][CH:2]=5)[CH:32]=[CH:31][C:10]=4[N:11]=3)=[N:16][N:17]=2)[CH2:21]1, predict the reactants needed to synthesize it. The reactants are: [C:1]1([C:7]2[CH:32]=[CH:31][C:10]3[N:11]=[C:12]([CH2:14][C:15]4[O:19][C:18]([CH:20]5[CH2:23][N:22](C(OC(C)(C)C)=O)[CH2:21]5)=[N:17][N:16]=4)[S:13][C:9]=3[CH:8]=2)[CH:6]=[CH:5][CH:4]=[CH:3][CH:2]=1.C(O)(C(F)(F)F)=O. (8) The reactants are: [CH3:1][O:2][C:3]1[CH:4]=[C:5]([NH2:10])[C:6]([NH2:9])=[CH:7][CH:8]=1.[CH3:11][C:12]([O:15][C:16](O[C:16]([O:15][C:12]([CH3:14])([CH3:13])[CH3:11])=[O:17])=[O:17])([CH3:14])[CH3:13].II. Given the product [NH2:10][C:5]1[CH:4]=[C:3]([O:2][CH3:1])[CH:8]=[CH:7][C:6]=1[NH:9][C:16](=[O:17])[O:15][C:12]([CH3:14])([CH3:13])[CH3:11], predict the reactants needed to synthesize it. (9) Given the product [F:12][C:9]1[CH:10]=[CH:11][C:6]([O:5][CH2:4][C@@H:3]([CH3:13])[CH2:2][N:28]2[CH2:29][CH2:30][CH:25]([C:21]3[CH:20]=[C:19]([NH:18][C:16](=[O:17])[CH:15]([CH3:14])[CH3:31])[CH:24]=[CH:23][CH:22]=3)[CH2:26][CH2:27]2)=[CH:7][CH:8]=1, predict the reactants needed to synthesize it. The reactants are: Cl[CH2:2][C@H:3]([CH3:13])[CH2:4][O:5][C:6]1[CH:11]=[CH:10][C:9]([F:12])=[CH:8][CH:7]=1.[CH3:14][CH:15]([CH3:31])[C:16]([NH:18][C:19]1[CH:24]=[CH:23][CH:22]=[C:21]([CH:25]2[CH2:30][CH2:29][NH:28][CH2:27][CH2:26]2)[CH:20]=1)=[O:17].